This data is from Forward reaction prediction with 1.9M reactions from USPTO patents (1976-2016). The task is: Predict the product of the given reaction. Given the reactants Cl[C:2]1[N:7]=[CH:6][C:5]2[C:8]3([CH2:14][CH2:13]3)[C:9](=[O:12])[N:10]([CH3:11])[C:4]=2[CH:3]=1.[CH3:15][C:16]1[CH:21]=[C:20](B(O)O)[CH:19]=[CH:18][N:17]=1, predict the reaction product. The product is: [CH3:11][N:10]1[C:4]2[CH:3]=[C:2]([C:20]3[CH:19]=[CH:18][N:17]=[C:16]([CH3:15])[CH:21]=3)[N:7]=[CH:6][C:5]=2[C:8]2([CH2:14][CH2:13]2)[C:9]1=[O:12].